This data is from Forward reaction prediction with 1.9M reactions from USPTO patents (1976-2016). The task is: Predict the product of the given reaction. (1) Given the reactants [C:1]([O:5][C:6]([NH:8][C:9]1[CH:10]=[C:11]([CH:14]=[CH:15][CH:16]=1)[C:12]#[N:13])=[O:7])([CH3:4])([CH3:3])[CH3:2].Cl.[NH2:18][OH:19].CCO.C(=O)([O-])[O-].[K+].[K+], predict the reaction product. The product is: [C:1]([O:5][C:6](=[O:7])[NH:8][C:9]1[CH:16]=[CH:15][CH:14]=[C:11]([C:12](=[NH:13])[NH:18][OH:19])[CH:10]=1)([CH3:4])([CH3:2])[CH3:3]. (2) Given the reactants [CH2:1]([O:8][C:9]1[CH:16]=[CH:15][C:14]([C:17]([CH3:20])([CH3:19])[CH3:18])=[CH:13][C:10]=1[CH2:11]O)[C:2]1[CH:7]=[CH:6][CH:5]=[CH:4][CH:3]=1.O=S(Cl)[Cl:23], predict the reaction product. The product is: [CH2:1]([O:8][C:9]1[CH:16]=[CH:15][C:14]([C:17]([CH3:20])([CH3:19])[CH3:18])=[CH:13][C:10]=1[CH2:11][Cl:23])[C:2]1[CH:7]=[CH:6][CH:5]=[CH:4][CH:3]=1. (3) The product is: [NH2:9][C:6]1[CH:7]=[CH:8][N:4]2[CH2:3][CH2:2][N:24]([CH2:22][CH3:23])[C:17](=[O:19])[C:5]=12. Given the reactants Br[CH2:2][CH2:3][N:4]1[CH:8]=[CH:7][C:6]([NH:9]C(OC(C)(C)C)=O)=[C:5]1[C:17]([O:19]CC)=O.[CH2:22]([NH2:24])[CH3:23], predict the reaction product. (4) Given the reactants [Cl:1][C:2]1[CH:15]=[C:14]([C:16](O)=[O:17])[C:13]2[C:4](=[N:5][C:6]3[C:11]([N:12]=2)=[C:10]2[CH:19]=[CH:20][CH:21]=[C:22]([O:23][CH3:24])[C:9]2=[CH:8][CH:7]=3)[CH:3]=1.[CH3:25][N:26]([CH3:30])[CH2:27][CH2:28][NH2:29], predict the reaction product. The product is: [CH3:25][N:26]([CH3:30])[CH2:27][CH2:28][NH:29][C:16]([C:14]1[C:13]2[C:4](=[N:5][C:6]3[C:11]([N:12]=2)=[C:10]2[CH:19]=[CH:20][CH:21]=[C:22]([O:23][CH3:24])[C:9]2=[CH:8][CH:7]=3)[CH:3]=[C:2]([Cl:1])[CH:15]=1)=[O:17]. (5) Given the reactants [C:1]1([S:7]([N:10]2[C:14]3=[N:15][CH:16]=[C:17]([C:19]4[C:20]([CH3:25])=[N:21][O:22][C:23]=4[CH3:24])[CH:18]=[C:13]3[C:12](I)=[CH:11]2)(=[O:9])=[O:8])[CH:6]=[CH:5][CH:4]=[CH:3][CH:2]=1.Cl[Mg]C(C)C.[C:32](=[O:34])=[O:33].O, predict the reaction product. The product is: [C:1]1([S:7]([N:10]2[C:14]3=[N:15][CH:16]=[C:17]([C:19]4[C:20]([CH3:25])=[N:21][O:22][C:23]=4[CH3:24])[CH:18]=[C:13]3[C:12]([C:32]([OH:34])=[O:33])=[CH:11]2)(=[O:9])=[O:8])[CH:6]=[CH:5][CH:4]=[CH:3][CH:2]=1.